Dataset: Forward reaction prediction with 1.9M reactions from USPTO patents (1976-2016). Task: Predict the product of the given reaction. (1) The product is: [C:27]([C:24]1[CH:23]=[CH:22][C:21]([NH:20][CH:14]([C:11]2[CH:12]=[CH:13][C:8]([NH:7][C:5]([NH:4][CH:1]([CH3:3])[CH3:2])=[O:6])=[C:9]([CH2:29][CH3:30])[CH:10]=2)[C:15]([O:17][CH2:18][CH3:19])=[O:16])=[CH:26][CH:25]=1)#[N:28]. Given the reactants [CH:1]([N:4]=[C:5]=[O:6])([CH3:3])[CH3:2].[NH2:7][C:8]1[CH:13]=[CH:12][C:11]([CH:14]([NH:20][C:21]2[CH:26]=[CH:25][C:24]([C:27]#[N:28])=[CH:23][CH:22]=2)[C:15]([O:17][CH2:18][CH3:19])=[O:16])=[CH:10][C:9]=1[CH2:29][CH3:30], predict the reaction product. (2) Given the reactants Cl.[CH2:2]([O:4][CH2:5][CH2:6][C:7]([OH:9])=O)[CH3:3].[CH2:10]([C@H:17]1[CH2:21][NH:20][C@H:19]([C:22]([NH:24][C:25]2[CH:30]=[CH:29][C:28]([O:31][C:32]3[CH:37]=[CH:36][C:35]([F:38])=[CH:34][CH:33]=3)=[CH:27][CH:26]=2)=[O:23])[CH2:18]1)[C:11]1[CH:16]=[CH:15][CH:14]=[CH:13][CH:12]=1, predict the reaction product. The product is: [CH2:10]([C@H:17]1[CH2:21][N:20]([C:7](=[O:9])[CH2:6][CH2:5][O:4][CH2:2][CH3:3])[C@H:19]([C:22]([NH:24][C:25]2[CH:30]=[CH:29][C:28]([O:31][C:32]3[CH:33]=[CH:34][C:35]([F:38])=[CH:36][CH:37]=3)=[CH:27][CH:26]=2)=[O:23])[CH2:18]1)[C:11]1[CH:12]=[CH:13][CH:14]=[CH:15][CH:16]=1.